From a dataset of Forward reaction prediction with 1.9M reactions from USPTO patents (1976-2016). Predict the product of the given reaction. Given the reactants Br[C:2]1[CH:7]=[CH:6][C:5]([O:8][C:9]([F:12])([F:11])[F:10])=[CH:4][CH:3]=1.[CH:13]([C:15]1[CH:20]=[CH:19][C:18](B(O)O)=[CH:17][CH:16]=1)=[O:14].P([O-])([O-])([O-])=O.[K+].[K+].[K+].O, predict the reaction product. The product is: [F:10][C:9]([F:12])([F:11])[O:8][C:5]1[CH:6]=[CH:7][C:2]([C:18]2[CH:19]=[CH:20][C:15]([CH:13]=[O:14])=[CH:16][CH:17]=2)=[CH:3][CH:4]=1.